From a dataset of Forward reaction prediction with 1.9M reactions from USPTO patents (1976-2016). Predict the product of the given reaction. Given the reactants [CH3:1][O:2][C:3]1[CH:4]=[CH:5][C:6]2[O:10][C:9]([CH:11]([NH:18][C:19]3[CH:24]=[CH:23][C:22]([C:25]([N:27]([CH3:35])[CH2:28][CH2:29][C:30]([O:32][CH2:33][CH3:34])=[O:31])=[O:26])=[CH:21][CH:20]=3)[CH2:12][CH2:13][CH2:14][CH2:15]SC)=[C:8]([CH3:36])[C:7]=2[CH:37]=1.Cl[C:39]1C=CC=C(C(OO)=O)C=1.[S:49]([O-:52])([O-])=[O:50].[Na+].[Na+], predict the reaction product. The product is: [CH3:1][O:2][C:3]1[CH:4]=[CH:5][C:6]2[O:10][C:9]([CH:11]([NH:18][C:19]3[CH:20]=[CH:21][C:22]([C:25]([N:27]([CH3:35])[CH2:28][CH2:29][C:30]([O:32][CH2:33][CH3:34])=[O:31])=[O:26])=[CH:23][CH:24]=3)[CH2:12][CH2:13][CH2:14][CH2:15][S:49]([CH3:39])(=[O:52])=[O:50])=[C:8]([CH3:36])[C:7]=2[CH:37]=1.